This data is from Full USPTO retrosynthesis dataset with 1.9M reactions from patents (1976-2016). The task is: Predict the reactants needed to synthesize the given product. The reactants are: [C:1]1([C:11](Cl)=[O:12])[C:10]2[C:5](=[CH:6][CH:7]=[CH:8][CH:9]=2)[CH:4]=[CH:3][CH:2]=1.[CH3:14][O:15][C:16](=[O:44])[CH2:17][CH2:18][CH2:19][CH2:20][CH2:21][CH2:22][C@H:23]1[C@H:27]([CH:28]=[CH:29][Sn](CCCC)(CCCC)CCCC)[CH2:26][CH2:25][C:24]1=[O:43].C(C1C=C(C)C=C(C(C)(C)C)C=1O)(C)(C)C. Given the product [CH3:14][O:15][C:16](=[O:44])[CH2:17][CH2:18][CH2:19][CH2:20][CH2:21][CH2:22][C@@H:23]1[C:24](=[O:43])[CH2:25][CH2:26][C@H:27]1[CH:28]=[CH:29][C:11]([C:1]1[C:10]2[C:5](=[CH:6][CH:7]=[CH:8][CH:9]=2)[CH:4]=[CH:3][CH:2]=1)=[O:12], predict the reactants needed to synthesize it.